From a dataset of Forward reaction prediction with 1.9M reactions from USPTO patents (1976-2016). Predict the product of the given reaction. Given the reactants B(Br)(Br)Br.C[O:6][C:7]1[CH:12]=[CH:11][C:10]([CH2:13][C:14]([O:16][CH3:17])=[O:15])=[C:9]([O:18][C:19]2[CH:24]=[CH:23][CH:22]=[CH:21][CH:20]=2)[CH:8]=1, predict the reaction product. The product is: [OH:6][C:7]1[CH:12]=[CH:11][C:10]([CH2:13][C:14]([O:16][CH3:17])=[O:15])=[C:9]([O:18][C:19]2[CH:20]=[CH:21][CH:22]=[CH:23][CH:24]=2)[CH:8]=1.